This data is from Forward reaction prediction with 1.9M reactions from USPTO patents (1976-2016). The task is: Predict the product of the given reaction. Given the reactants [F:1][C:2]1[C:21]([NH:22][S:23]([CH2:26][CH2:27][CH3:28])(=[O:25])=[O:24])=[CH:20][CH:19]=[C:18]([F:29])[C:3]=1[C:4]([C:6]1[C:14]2[C:9](=[N:10][CH:11]=[C:12]([C:15](O)=[O:16])[CH:13]=2)[NH:8][CH:7]=1)=[O:5].F[P-](F)(F)(F)(F)F.[N:37]1(OC(N(C)C)=[N+](C)C)[C:41]2[CH:42]=[CH:43][CH:44]=C[C:40]=2[N:39]=N1.C(N(CC)CC)C.N1C=CC=C(N)C=1, predict the reaction product. The product is: [N:39]1[CH:44]=[CH:43][CH:42]=[C:41]([NH:37][C:15]([C:12]2[CH:13]=[C:14]3[C:6]([C:4](=[O:5])[C:3]4[C:18]([F:29])=[CH:19][CH:20]=[C:21]([NH:22][S:23]([CH2:26][CH2:27][CH3:28])(=[O:25])=[O:24])[C:2]=4[F:1])=[CH:7][NH:8][C:9]3=[N:10][CH:11]=2)=[O:16])[CH:40]=1.